This data is from Full USPTO retrosynthesis dataset with 1.9M reactions from patents (1976-2016). The task is: Predict the reactants needed to synthesize the given product. (1) Given the product [CH:1]1([CH:7]([NH:18][C:19]2[CH:20]=[CH:21][C:22]([C:25]([N:27]([CH3:35])[CH2:28][CH2:29][C:30]([OH:32])=[O:31])=[O:26])=[CH:23][CH:24]=2)[C:8]2[S:16][C:15]3[CH:14]=[CH:13][N:12]=[CH:11][C:10]=3[C:9]=2[CH3:17])[CH2:6][CH2:5][CH2:4][CH2:3][CH2:2]1, predict the reactants needed to synthesize it. The reactants are: [CH:1]1([CH:7]([NH:18][C:19]2[CH:24]=[CH:23][C:22]([C:25]([N:27]([CH3:35])[CH2:28][CH2:29][C:30]([O:32]CC)=[O:31])=[O:26])=[CH:21][CH:20]=2)[C:8]2[S:16][C:15]3[CH:14]=[CH:13][N:12]=[CH:11][C:10]=3[C:9]=2[CH3:17])[CH2:6][CH2:5][CH2:4][CH2:3][CH2:2]1.O1CCCC1. (2) Given the product [CH2:31]([N:33]([CH:34]([CH3:36])[CH3:35])[C:26]([N:17]1[CH2:16][CH2:15][C:12]2([C:11](=[O:20])[N:10]([C:7]3[CH:8]=[CH:9][C:4]([O:3][C:2]([F:1])([F:21])[F:22])=[CH:5][CH:6]=3)[CH2:14][CH2:13]2)[CH2:19][CH2:18]1)=[O:25])[CH3:32], predict the reactants needed to synthesize it. The reactants are: [F:1][C:2]([F:22])([F:21])[O:3][C:4]1[CH:9]=[CH:8][C:7]([N:10]2[CH2:14][CH2:13][C:12]3([CH2:19][CH2:18][NH:17][CH2:16][CH2:15]3)[C:11]2=[O:20])=[CH:6][CH:5]=1.O=C(Cl)[O:25][C:26](Cl)(Cl)Cl.[CH2:31]([NH:33][CH:34]([CH3:36])[CH3:35])[CH3:32]. (3) Given the product [CH2:1]([O:3][C:4](=[O:24])[CH2:5][CH2:6][C@@H:7]([CH3:23])[C@H:8]([N:14]([C:16]([O:18][C:19]([CH3:22])([CH3:21])[CH3:20])=[O:17])[CH3:15])[C:9]1[O:10][CH:11]=[CH:12][CH:13]=1)[CH3:2], predict the reactants needed to synthesize it. The reactants are: [CH2:1]([O:3][C:4](=[O:24])[CH:5]=[CH:6][C@@H:7]([CH3:23])[C@H:8]([N:14]([C:16]([O:18][C:19]([CH3:22])([CH3:21])[CH3:20])=[O:17])[CH3:15])[C:9]1[O:10][CH:11]=[CH:12][CH:13]=1)[CH3:2]. (4) Given the product [CH:1]([O:14][CH2:15][CH2:16][C:17]1[CH2:18][CH2:19][N:20]([C:53]([O:55][CH3:56])=[O:54])[CH2:21][CH:22]=1)([C:8]1[CH:13]=[CH:12][CH:11]=[CH:10][CH:9]=1)[C:2]1[CH:3]=[CH:4][CH:5]=[CH:6][CH:7]=1, predict the reactants needed to synthesize it. The reactants are: [CH:1]([O:14][CH2:15][CH2:16][C:17]1[CH2:18][CH2:19][NH:20][CH2:21][CH:22]=1)([C:8]1[CH:13]=[CH:12][CH:11]=[CH:10][CH:9]=1)[C:2]1[CH:7]=[CH:6][CH:5]=[CH:4][CH:3]=1.C(OCCC1CCN(CC2C=CC=CC=2)CC=1)(C1C=CC=CC=1)C1C=CC=CC=1.Cl[C:53]([O:55][CH3:56])=[O:54]. (5) Given the product [CH3:9][O:8][C:6]1[C:5]([N+:10]([O-:12])=[O:11])=[CH:4][C:3]([CH3:13])=[C:2]([N:19]2[CH2:20][CH2:21][CH:16]([N:15]([CH3:22])[CH3:14])[CH2:17][CH2:18]2)[CH:7]=1, predict the reactants needed to synthesize it. The reactants are: F[C:2]1[CH:7]=[C:6]([O:8][CH3:9])[C:5]([N+:10]([O-:12])=[O:11])=[CH:4][C:3]=1[CH3:13].[CH3:14][N:15]([CH3:22])[CH:16]1[CH2:21][CH2:20][NH:19][CH2:18][CH2:17]1. (6) Given the product [BrH:14].[NH:7]1[CH2:8][CH2:9][CH2:10][CH2:11][C:5]2[CH:4]=[C:3]([OH:2])[CH:13]=[CH:12][C:6]1=2, predict the reactants needed to synthesize it. The reactants are: C[O:2][C:3]1[CH:13]=[CH:12][C:6]2[NH:7][CH2:8][CH2:9][CH2:10][CH2:11][C:5]=2[CH:4]=1.[BrH:14]. (7) The reactants are: [NH2:1][CH2:2][C:3]1[C:4]([CH2:24][CH:25]([CH3:27])[CH3:26])=[N:5][C:6]([CH3:23])=[C:7]([C:15]=1[C:16]1[CH:21]=[CH:20][C:19]([Cl:22])=[CH:18][CH:17]=1)[C:8]([O:10]C(C)(C)C)=[O:9].FC(F)(F)C(O)=O.O1CCOCC1.[ClH:41]. Given the product [ClH:22].[ClH:41].[NH2:1][CH2:2][C:3]1[C:4]([CH2:24][CH:25]([CH3:27])[CH3:26])=[N:5][C:6]([CH3:23])=[C:7]([C:15]=1[C:16]1[CH:21]=[CH:20][C:19]([Cl:22])=[CH:18][CH:17]=1)[C:8]([OH:10])=[O:9], predict the reactants needed to synthesize it. (8) Given the product [CH3:1][O:2][C:3]1[CH:4]=[C:5]2[C:10](=[CH:11][C:12]=1[O:13][CH3:14])[N:9]=[CH:8][N:7]=[C:6]2[O:15][C:16]1[CH:22]=[CH:21][C:19]([NH:20][C:30](=[O:36])[O:29][CH2:27][C:40]2[CH:41]=[CH:42][CH:43]=[CH:44][C:39]=2[CH3:38])=[C:18]([N+:23]([O-:25])=[O:24])[CH:17]=1, predict the reactants needed to synthesize it. The reactants are: [CH3:1][O:2][C:3]1[CH:4]=[C:5]2[C:10](=[CH:11][C:12]=1[O:13][CH3:14])[N:9]=[CH:8][N:7]=[C:6]2[O:15][C:16]1[CH:22]=[CH:21][C:19]([NH2:20])=[C:18]([N+:23]([O-:25])=[O:24])[CH:17]=1.Cl[C:27](Cl)([O:29][C:30](=[O:36])OC(Cl)(Cl)Cl)Cl.[CH3:38][C:39]1[CH:44]=[CH:43][CH:42]=[CH:41][C:40]=1CO.C(=O)(O)[O-].[Na+]. (9) The reactants are: [Cl-].[CH3:2][O:3]C[P+](C1C=CC=CC=1)(C1C=CC=CC=1)C1C=CC=CC=1.[Li+].C[Si]([N-][Si](C)(C)C)(C)C.[O:34]1[CH2:39][CH:38]=[C:37]([C:40]([CH3:44])([CH3:43])[CH:41]=O)[CH2:36][CH2:35]1.Cl. Given the product [O:34]1[CH2:39][CH:38]=[C:37]([C:40]([CH3:44])([CH3:43])[CH2:41][CH:2]=[O:3])[CH2:36][CH2:35]1, predict the reactants needed to synthesize it. (10) Given the product [N:41]1[C:36]2[NH:35][CH:34]=[CH:33][C:37]=2[C:38]([N:16]2[CH2:17][CH2:18][C:13]([C:11]3[NH:10][C:9]4[CH:20]=[CH:21][C:6]([S:5][C:4]([F:22])([F:3])[F:23])=[CH:7][C:8]=4[N:12]=3)([NH2:19])[CH2:14][CH2:15]2)=[N:39][CH:40]=1, predict the reactants needed to synthesize it. The reactants are: Cl.Cl.[F:3][C:4]([F:23])([F:22])[S:5][C:6]1[CH:21]=[CH:20][C:9]2[NH:10][C:11]([C:13]3([NH2:19])[CH2:18][CH2:17][NH:16][CH2:15][CH2:14]3)=[N:12][C:8]=2[CH:7]=1.C(N(C(C)C)C(C)C)C.[CH:33]1[C:37]2[C:38](Cl)=[N:39][CH:40]=[N:41][C:36]=2[NH:35][CH:34]=1.